This data is from Forward reaction prediction with 1.9M reactions from USPTO patents (1976-2016). The task is: Predict the product of the given reaction. Given the reactants [F:1][C:2]1[CH:3]=[C:4]([NH:9][C:10](=[O:14])[CH:11]=NO)[CH:5]=[CH:6][C:7]=1[CH3:8].S(=O)(=O)(O)[OH:16], predict the reaction product. The product is: [F:1][C:2]1[C:7]([CH3:8])=[CH:6][CH:5]=[C:4]2[C:3]=1[C:11](=[O:16])[C:10](=[O:14])[NH:9]2.[F:1][C:2]1[CH:3]=[C:4]2[C:5]([C:11](=[O:16])[C:10](=[O:14])[NH:9]2)=[CH:6][C:7]=1[CH3:8].